This data is from Forward reaction prediction with 1.9M reactions from USPTO patents (1976-2016). The task is: Predict the product of the given reaction. Given the reactants [NH:1]1[C:9]2[C:4](=[CH:5][C:6]([C:10]([OH:12])=O)=[CH:7][CH:8]=2)[CH:3]=[CH:2]1.[F:13][C:14]([F:24])([F:23])[C:15]1[CH:20]=[CH:19][CH:18]=[CH:17][C:16]=1[CH2:21][NH2:22].C(N(CC)CC)C.CN([P+](ON1N=NC2C=CC=CC1=2)(N(C)C)N(C)C)C.F[P-](F)(F)(F)(F)F.C(=O)(O)[O-].[Na+], predict the reaction product. The product is: [F:13][C:14]([F:23])([F:24])[C:15]1[CH:20]=[CH:19][CH:18]=[CH:17][C:16]=1[CH2:21][NH:22][C:10]([C:6]1[CH:5]=[C:4]2[C:9](=[CH:8][CH:7]=1)[NH:1][CH:2]=[CH:3]2)=[O:12].